Dataset: Forward reaction prediction with 1.9M reactions from USPTO patents (1976-2016). Task: Predict the product of the given reaction. (1) Given the reactants [CH:1]([C:3]1[O:7][C:6]([C:8]([OH:10])=[O:9])=[CH:5][CH:4]=1)=[O:2].O.[CH2:12](O)[CH3:13], predict the reaction product. The product is: [CH:1]([C:3]1[O:7][C:6]([C:8]([O:10][CH2:12][CH3:13])=[O:9])=[CH:5][CH:4]=1)=[O:2]. (2) Given the reactants C([O:8][CH2:9][CH2:10][CH2:11][C@@H:12]1[CH2:16][CH2:15][N:14]([C:17]2[CH:18]=[N:19][CH:20]=[C:21]([O:23][CH2:24][C@@H:25]3[CH2:29][CH2:28][CH2:27][N:26]3C(OC(C)(C)C)=O)[CH:22]=2)[CH2:13]1)C1C=CC=CC=1, predict the reaction product. The product is: [NH:26]1[CH2:27][CH2:28][CH2:29][C@H:25]1[CH2:24][O:23][C:21]1[CH:22]=[C:17]([N:14]2[CH2:15][CH2:16][C@H:12]([CH2:11][CH2:10][CH2:9][OH:8])[CH2:13]2)[CH:18]=[N:19][CH:20]=1. (3) Given the reactants [Br:1][C:2]1[CH:3]=[C:4]2[C:9](=[CH:10][CH:11]=1)[N:8]=[N:7][CH:6]=[C:5]2NN.C([O-])(O)=O.[Na+], predict the reaction product. The product is: [Br:1][C:2]1[CH:3]=[C:4]2[C:9](=[CH:10][CH:11]=1)[N:8]=[N:7][CH:6]=[CH:5]2. (4) Given the reactants Cl[C:2]1[N:7]=[C:6]2[CH2:8][CH2:9][O:10][CH2:11][C:5]2=[CH:4][C:3]=1[C:12]#[N:13].C(O)(=O)C, predict the reaction product. The product is: [N:7]1[CH:2]=[C:3]([C:12]#[N:13])[CH:4]=[C:5]2[CH2:11][O:10][CH2:9][CH2:8][C:6]=12. (5) Given the reactants [Li]CCCC.Br[C:7]1[CH:16]=[CH:15][C:10]([CH2:11][N:12]([CH3:14])[CH3:13])=[CH:9][CH:8]=1.[O:17]=[C:18]1[CH2:23][CH2:22][N:21]([C:24]([O:26][C:27]([CH3:30])([CH3:29])[CH3:28])=[O:25])[CH2:20][CH2:19]1.CCOCC, predict the reaction product. The product is: [CH3:13][N:12]([CH2:11][C:10]1[CH:15]=[CH:16][C:7]([C:18]2([OH:17])[CH2:19][CH2:20][N:21]([C:24]([O:26][C:27]([CH3:29])([CH3:28])[CH3:30])=[O:25])[CH2:22][CH2:23]2)=[CH:8][CH:9]=1)[CH3:14]. (6) Given the reactants C[Si](C)(C)CCOC[N:7]([CH2:50]OCC[Si](C)(C)C)[C:8]1[N:13]2[N:14]=[CH:15][C:16]([C:17]3[CH:18]=[N:19][C:20]([C:23]4[CH:28]=[CH:27][CH:26]=[CH:25][CH:24]=4)=[CH:21][CH:22]=3)=[C:12]2[N:11]=[C:10]([CH:29]2[CH2:36][CH:35]3[N:37](C(OC(C)(C)C)=O)[CH:31]([CH2:32][O:33][CH2:34]3)[CH2:30]2)[C:9]=1[C:45]([O:47]CC)=[CH2:46], predict the reaction product. The product is: [CH:31]12[NH:37][CH:35]([CH2:36][CH:29]([C:10]3[C:9]4[C:45](=[O:47])[CH2:46][CH2:50][NH:7][C:8]=4[N:13]4[N:14]=[CH:15][C:16]([C:17]5[CH:18]=[N:19][C:20]([C:23]6[CH:24]=[CH:25][CH:26]=[CH:27][CH:28]=6)=[CH:21][CH:22]=5)=[C:12]4[N:11]=3)[CH2:30]1)[CH2:34][O:33][CH2:32]2.